Dataset: Catalyst prediction with 721,799 reactions and 888 catalyst types from USPTO. Task: Predict which catalyst facilitates the given reaction. Reactant: [F:1][C:2]1([F:17])[O:6][C:5]2[CH:7]=[CH:8][C:9]([C:11]3([C:14]([OH:16])=O)[CH2:13][CH2:12]3)=[CH:10][C:4]=2[O:3]1.S(Cl)(Cl)=O.N1CCCCC1.[NH2:28][C:29]1[CH:30]=[C:31]2[C:35](=[CH:36][C:37]=1[F:38])[N:34]([CH2:39][C@H:40]1[CH2:44][O:43][C:42]([CH3:46])([CH3:45])[O:41]1)[C:33]([C:47]([CH3:51])([CH3:50])[CH2:48][OH:49])=[CH:32]2.C(N(CC)CC)C. Product: [F:17][C:2]1([F:1])[O:6][C:5]2[CH:7]=[CH:8][C:9]([C:11]3([C:14]([NH:28][C:29]4[CH:30]=[C:31]5[C:35](=[CH:36][C:37]=4[F:38])[N:34]([CH2:39][C@H:40]4[CH2:44][O:43][C:42]([CH3:45])([CH3:46])[O:41]4)[C:33]([C:47]([CH3:51])([CH3:50])[CH2:48][OH:49])=[CH:32]5)=[O:16])[CH2:12][CH2:13]3)=[CH:10][C:4]=2[O:3]1. The catalyst class is: 174.